Dataset: Forward reaction prediction with 1.9M reactions from USPTO patents (1976-2016). Task: Predict the product of the given reaction. Given the reactants [F:1][C:2]1[C:7]([C:8]([F:11])([F:10])[F:9])=[CH:6][CH:5]=[CH:4][C:3]=1[C:12]1(O)[CH2:17][CH2:16][N:15]([CH2:18][CH2:19][CH3:20])[CH2:14][CH2:13]1.[OH-].[Na+], predict the reaction product. The product is: [F:1][C:2]1[C:7]([C:8]([F:9])([F:10])[F:11])=[CH:6][CH:5]=[CH:4][C:3]=1[C:12]1[CH2:17][CH2:16][N:15]([CH2:18][CH2:19][CH3:20])[CH2:14][CH:13]=1.